From a dataset of Full USPTO retrosynthesis dataset with 1.9M reactions from patents (1976-2016). Predict the reactants needed to synthesize the given product. (1) Given the product [CH3:29][O:28][C:11]1[CH:12]=[C:13]2[C:8](=[CH:9][C:10]=1[O:30][CH3:31])[CH:7]1[CH:16]([CH2:17][CH2:18][CH:5]([O:4][C:1](=[O:3])[CH3:2])[CH2:6]1)[N:15]=[C:14]2[C:19]1[CH:27]=[CH:26][C:22]([C:23](=[O:25])[NH:52][CH2:51][CH2:50][N:44]2[CH2:49][CH2:48][O:47][CH2:46][CH2:45]2)=[CH:21][CH:20]=1, predict the reactants needed to synthesize it. The reactants are: [C:1]([O:4][CH:5]1[CH2:18][CH2:17][CH:16]2[CH:7]([C:8]3[C:13]([C:14]([C:19]4[CH:27]=[CH:26][C:22]([C:23]([OH:25])=O)=[CH:21][CH:20]=4)=[N:15]2)=[CH:12][C:11]([O:28][CH3:29])=[C:10]([O:30][CH3:31])[CH:9]=3)[CH2:6]1)(=[O:3])[CH3:2].Cl.C(N=C=NCCCN(C)C)C.[N:44]1([CH2:50][CH2:51][NH2:52])[CH2:49][CH2:48][O:47][CH2:46][CH2:45]1. (2) Given the product [C:1]([O:5][C:6]([NH:8][C@@H:9]([CH2:13][S:14][C:21]1[CH:26]=[CH:25][CH:24]=[CH:23][C:22]=1[N+:27]([O-:29])=[O:28])[C:10]([OH:12])=[O:11])=[O:7])([CH3:4])([CH3:3])[CH3:2], predict the reactants needed to synthesize it. The reactants are: [C:1]([O:5][C:6]([NH:8][C@@H:9]([CH2:13][SH:14])[C:10]([OH:12])=[O:11])=[O:7])([CH3:4])([CH3:3])[CH3:2].C([O-])(O)=O.[Na+].F[C:21]1[CH:26]=[CH:25][CH:24]=[CH:23][C:22]=1[N+:27]([O-:29])=[O:28]. (3) The reactants are: [N:1]1[CH:6]=[CH:5][C:4]([N:7]2[CH2:12][CH2:11][CH:10]([CH2:13][O:14][C:15]([NH:17][C:18]3[C:19]([NH2:24])=[CH:20][CH:21]=[CH:22][CH:23]=3)=[O:16])[CH2:9][CH2:8]2)=[CH:3][CH:2]=1.[Cl:25][C:26]1[C:34]2[C:29](=[CH:30][C:31]([C:35](O)=[O:36])=[CH:32][CH:33]=2)[NH:28][CH:27]=1. Given the product [Cl:25][C:26]1[C:34]2[C:29](=[CH:30][C:31]([C:35]([NH:24][C:19]3[C:18]([NH:17][C:15]([O:14][CH2:13][CH:10]4[CH2:9][CH2:8][N:7]([C:4]5[CH:5]=[CH:6][N:1]=[CH:2][CH:3]=5)[CH2:12][CH2:11]4)=[O:16])=[CH:23][CH:22]=[CH:21][CH:20]=3)=[O:36])=[CH:32][CH:33]=2)[NH:28][CH:27]=1, predict the reactants needed to synthesize it. (4) The reactants are: [NH:1]1[C:9]2[C:4](=[CH:5][CH:6]=[C:7]([C:10]([O:12][CH3:13])=[O:11])[CH:8]=2)[CH:3]=[N:2]1.Br[C:15]1[CH:20]=[CH:19][C:18]([CH3:21])=[CH:17][CH:16]=1.P([O-])([O-])([O-])=O.[K+].[K+].[K+].CN[C@H]1[C@H](NC)CCCC1.IC1C=CC(C)=CC=1. Given the product [CH3:21][C:18]1[CH:19]=[CH:20][C:15]([N:1]2[C:9]3[C:4](=[CH:5][CH:6]=[C:7]([C:10]([O:12][CH3:13])=[O:11])[CH:8]=3)[CH:3]=[N:2]2)=[CH:16][CH:17]=1, predict the reactants needed to synthesize it. (5) Given the product [Cl:1][C:2]1[CH:7]=[CH:6][C:5]([NH:8][C:9]2[N:14]=[N:13][C:12]([C:15]3[N:21]([CH2:18][CH2:19][CH3:20])[C:22]4[CH:27]=[CH:26][CH:25]=[CH:24][C:23]=4[N:28]=3)=[CH:11][CH:10]=2)=[CH:4][CH:3]=1, predict the reactants needed to synthesize it. The reactants are: [Cl:1][C:2]1[CH:7]=[CH:6][C:5]([NH:8][C:9]2[N:14]=[N:13][C:12]([C:15](O)=O)=[CH:11][CH:10]=2)=[CH:4][CH:3]=1.[CH2:18]([NH:21][C:22]1[C:23]([NH2:28])=[CH:24][CH:25]=[CH:26][CH:27]=1)[CH2:19][CH3:20].